Dataset: Forward reaction prediction with 1.9M reactions from USPTO patents (1976-2016). Task: Predict the product of the given reaction. Given the reactants [CH3:1][O:2][C:3](=[O:21])[CH:4]=[CH:5][C:6]1[CH:11]=[CH:10][C:9]([CH2:12][NH:13]C(OC(C)(C)C)=O)=[CH:8][CH:7]=1.FC(F)(F)C(O)=O, predict the reaction product. The product is: [CH3:1][O:2][C:3](=[O:21])[CH:4]=[CH:5][C:6]1[CH:11]=[CH:10][C:9]([CH2:12][NH2:13])=[CH:8][CH:7]=1.